This data is from Catalyst prediction with 721,799 reactions and 888 catalyst types from USPTO. The task is: Predict which catalyst facilitates the given reaction. (1) Reactant: [CH2:1]1[C:4]2([CH2:7][N:6]([C:8]([C:10]3[S:11][CH:12]=[C:13]([C:15]([O:17][C:18]([CH3:21])([CH3:20])[CH3:19])=[O:16])[N:14]=3)=[O:9])[CH2:5]2)[CH2:3][S:2]1.C1C=C(Cl)C=C(C(OO)=[O:30])C=1. Product: [O:30]=[S:2]1[CH2:3][C:4]2([CH2:5][N:6]([C:8]([C:10]3[S:11][CH:12]=[C:13]([C:15]([O:17][C:18]([CH3:21])([CH3:20])[CH3:19])=[O:16])[N:14]=3)=[O:9])[CH2:7]2)[CH2:1]1. The catalyst class is: 2. (2) Reactant: [CH:1]1([N:7]2[CH2:11][CH2:10][CH:9]([C:12]([OH:14])=O)[C:8]2=[O:15])[CH2:6][CH2:5][CH2:4][CH2:3][CH2:2]1.[Cl:16][C:17]1[CH:24]=[CH:23][CH:22]=[C:21]([Cl:25])[C:18]=1[CH2:19][NH2:20].C(N=C=NCCCN(C)C)C.ON1C2C=CC=CC=2N=N1. Product: [CH:1]1([N:7]2[CH2:11][CH2:10][CH:9]([C:12]([NH:20][CH2:19][C:18]3[C:17]([Cl:16])=[CH:24][CH:23]=[CH:22][C:21]=3[Cl:25])=[O:14])[C:8]2=[O:15])[CH2:2][CH2:3][CH2:4][CH2:5][CH2:6]1. The catalyst class is: 192. (3) Reactant: B(F)(F)F.CCOCC.[OH:10][C:11]1[C:20]([CH3:21])=[C:19]2[C:14]([CH:15]=[C:16]([NH:23][C:24](=[O:33])[O:25][CH2:26][C:27]3[CH:32]=[CH:31][CH:30]=[CH:29][CH:28]=3)[C:17](=[O:22])[O:18]2)=[CH:13][C:12]=1[O:34][CH3:35].ClC(Cl)(Cl)C(=N)O[C@H:40]1[C@@H:45]2[O:46][C:47](=[O:49])[O:48][C@@H:44]2[C@@H:43]([O:50][CH3:51])[C:42]([CH3:53])([CH3:52])[O:41]1.C(N(CC)CC)C. Product: [CH3:35][O:34][C:12]1[CH:13]=[C:14]2[C:19](=[C:20]([CH3:21])[C:11]=1[O:10][C@H:40]1[C@@H:45]3[O:46][C:47](=[O:49])[O:48][C@@H:44]3[C@@H:43]([O:50][CH3:51])[C:42]([CH3:53])([CH3:52])[O:41]1)[O:18][C:17](=[O:22])[C:16]([NH:23][C:24](=[O:33])[O:25][CH2:26][C:27]1[CH:32]=[CH:31][CH:30]=[CH:29][CH:28]=1)=[CH:15]2. The catalyst class is: 2. (4) Reactant: [Cl:1][C:2]1[CH:7]=[CH:6][C:5]([N:8]2[C:13](=[O:14])[C:12]3[O:15][C:16]4[C:21]([O:22][CH:23]([F:25])[F:24])=[CH:20][CH:19]=[C:18]([C:26]([O:28]CC)=[O:27])[C:17]=4[C:11]=3[CH:10]=[N:9]2)=[CH:4][CH:3]=1.[OH-].[Na+]. Product: [Cl:1][C:2]1[CH:7]=[CH:6][C:5]([N:8]2[C:13](=[O:14])[C:12]3[O:15][C:16]4[C:21]([O:22][CH:23]([F:25])[F:24])=[CH:20][CH:19]=[C:18]([C:26]([OH:28])=[O:27])[C:17]=4[C:11]=3[CH:10]=[N:9]2)=[CH:4][CH:3]=1. The catalyst class is: 5.